From a dataset of Forward reaction prediction with 1.9M reactions from USPTO patents (1976-2016). Predict the product of the given reaction. (1) The product is: [CH3:1][S:2]([O:52][CH2:51][C@H:19]1[C@H:18]([C:15]2[CH:16]=[CH:17][C:12]([CH2:11][O:10][CH2:9][CH2:8][O:7][CH3:6])=[CH:13][CH:14]=2)[C@@H:23]([O:24][CH2:25][C:26]2[CH:27]=[CH:28][C:29]3[O:34][CH2:33][CH2:32][N:31]([CH2:35][CH2:36][CH2:37][O:38][CH3:39])[C:30]=3[CH:40]=2)[CH2:22][N:21]([S:41]([C:44]2[CH:49]=[CH:48][C:47]([CH3:50])=[CH:46][CH:45]=2)(=[O:42])=[O:43])[CH2:20]1)(=[O:4])=[O:3]. Given the reactants [CH3:1][S:2](Cl)(=[O:4])=[O:3].[CH3:6][O:7][CH2:8][CH2:9][O:10][CH2:11][C:12]1[CH:17]=[CH:16][C:15]([C@@H:18]2[C@@H:23]([O:24][CH2:25][C:26]3[CH:27]=[CH:28][C:29]4[O:34][CH2:33][CH2:32][N:31]([CH2:35][CH2:36][CH2:37][O:38][CH3:39])[C:30]=4[CH:40]=3)[CH2:22][N:21]([S:41]([C:44]3[CH:49]=[CH:48][C:47]([CH3:50])=[CH:46][CH:45]=3)(=[O:43])=[O:42])[CH2:20][C@H:19]2[CH2:51][OH:52])=[CH:14][CH:13]=1.C(N(CC)CC)C, predict the reaction product. (2) Given the reactants [C:1]([O:5][C:6]([N:8]1[CH2:11][C:10]([C:13]2[N:14]([CH3:39])[C:15]3[C:20]([N:21]=2)=[C:19]([N:22]2[CH2:27][CH2:26][O:25][CH2:24][CH2:23]2)[N:18]=[C:17]([N:28]2[C:32]4[CH:33]=[CH:34][CH:35]=[CH:36][C:31]=4[N:30]=[C:29]2[CH2:37][CH3:38])[N:16]=3)([OH:12])[CH2:9]1)=[O:7])([CH3:4])([CH3:3])[CH3:2].[H-].[Na+].I[CH3:43], predict the reaction product. The product is: [CH2:37]([C:29]1[N:28]([C:17]2[N:16]=[C:15]3[C:20]([N:21]=[C:13]([C:10]4([O:12][CH3:43])[CH2:9][N:8]([C:6]([O:5][C:1]([CH3:4])([CH3:3])[CH3:2])=[O:7])[CH2:11]4)[N:14]3[CH3:39])=[C:19]([N:22]3[CH2:23][CH2:24][O:25][CH2:26][CH2:27]3)[N:18]=2)[C:32]2[CH:33]=[CH:34][CH:35]=[CH:36][C:31]=2[N:30]=1)[CH3:38]. (3) Given the reactants [C:1]([O:4][CH2:5][CH2:6][C:7]1[CH:8]=[CH:9][CH:10]=[C:11]2[C:15]=1[NH:14][CH:13]=[CH:12]2)(=[O:3])[CH3:2].[C:16](=O)([O-])[O-].[Cs+].[Cs+].CI.O, predict the reaction product. The product is: [C:1]([O:4][CH2:5][CH2:6][C:7]1[CH:8]=[CH:9][CH:10]=[C:11]2[C:15]=1[N:14]([CH3:16])[CH:13]=[CH:12]2)(=[O:3])[CH3:2]. (4) Given the reactants [CH3:1][O:2][CH2:3][CH2:4][O:5][C:6]1[CH:7]=[C:8]([CH:14]=[CH:15][C:16]=1[O:17][CH2:18][CH2:19][O:20][CH3:21])[C:9]([O:11][CH2:12][CH3:13])=[O:10].[N+:22]([O-])([OH:24])=[O:23], predict the reaction product. The product is: [CH3:21][O:20][CH2:19][CH2:18][O:17][C:16]1[C:6]([O:5][CH2:4][CH2:3][O:2][CH3:1])=[CH:7][C:8]([C:9]([O:11][CH2:12][CH3:13])=[O:10])=[C:14]([N+:22]([O-:24])=[O:23])[CH:15]=1. (5) Given the reactants [C:1]([O:5][C:6]([NH:8][C@@H:9]1[C:23](=[O:24])[N:22]2[CH2:25][C@H:26]([O:28][C:29]3[C:30]4[CH:43]=[CH:42][S:41][C:31]=4[N:32]=[C:33]([C:35]4[CH:40]=[CH:39][CH:38]=[CH:37][N:36]=4)[N:34]=3)[CH2:27][C@H:21]2[C:20](=[O:44])[NH:19][C@:18]2([C:46]([O:48]C)=[O:47])[CH2:45][C@H:17]2[CH:16]=[CH:15][CH2:14][CH2:13][CH2:12][CH2:11][CH2:10]1)=[O:7])([CH3:4])([CH3:3])[CH3:2].O1CCCC1.[OH-].[Li+], predict the reaction product. The product is: [C:1]([O:5][C:6]([NH:8][C@@H:9]1[C:23](=[O:24])[N:22]2[CH2:25][C@H:26]([O:28][C:29]3[C:30]4[CH:43]=[CH:42][S:41][C:31]=4[N:32]=[C:33]([C:35]4[CH:40]=[CH:39][CH:38]=[CH:37][N:36]=4)[N:34]=3)[CH2:27][C@H:21]2[C:20](=[O:44])[NH:19][C@:18]2([C:46]([OH:48])=[O:47])[CH2:45][C@H:17]2[CH:16]=[CH:15][CH2:14][CH2:13][CH2:12][CH2:11][CH2:10]1)=[O:7])([CH3:4])([CH3:2])[CH3:3].